From a dataset of Full USPTO retrosynthesis dataset with 1.9M reactions from patents (1976-2016). Predict the reactants needed to synthesize the given product. (1) Given the product [I-:13].[CH3:2][C:1]([CH3:4])([CH3:3])[O:5][C:6](=[O:14])[NH:7][CH2:8][CH2:9][O:10][CH2:11][CH2:12][P+:21]([C:22]1[CH:23]=[CH:24][CH:25]=[CH:26][CH:27]=1)([C:28]1[CH:33]=[CH:32][CH:31]=[CH:30][CH:29]=1)[C:15]1[CH:16]=[CH:17][CH:18]=[CH:19][CH:20]=1, predict the reactants needed to synthesize it. The reactants are: [C:1]([O:5][C:6](=[O:14])[NH:7][CH2:8][CH2:9][O:10][CH2:11][CH2:12][I:13])([CH3:4])([CH3:3])[CH3:2].[C:15]1([P:21]([C:28]2[CH:33]=[CH:32][CH:31]=[CH:30][CH:29]=2)[C:22]2[CH:27]=[CH:26][CH:25]=[CH:24][CH:23]=2)[CH:20]=[CH:19][CH:18]=[CH:17][CH:16]=1. (2) The reactants are: C(N(CC)[P:4]([O:10][C:11]([CH3:14])([CH3:13])[CH3:12])[O:5][C:6]([CH3:9])([CH3:8])[CH3:7])C.[F:17][C:18]1[CH:19]=[C:20]([NH:24][C:25](=[O:54])[CH2:26][N:27]2[CH:31]=[C:30]([NH:32][C:33]3[C:42]4[C:37](=[CH:38][C:39]([O:43][CH2:44][CH2:45][CH2:46][N:47]([CH2:51][CH2:52][OH:53])[CH2:48][CH2:49][CH3:50])=[CH:40][CH:41]=4)[N:36]=[CH:35][N:34]=3)[CH:29]=[N:28]2)[CH:21]=[CH:22][CH:23]=1.N1C=NN=N1.OO.S(S([O-])=O)([O-])(=O)=O.[Na+].[Na+].C(=O)([O-])O.[K+]. Given the product [P:4]([O:53][CH2:52][CH2:51][N:47]([CH2:46][CH2:45][CH2:44][O:43][C:39]1[CH:38]=[C:37]2[C:42]([C:33]([NH:32][C:30]3[CH:29]=[N:28][N:27]([CH2:26][C:25]([NH:24][C:20]4[CH:21]=[CH:22][CH:23]=[C:18]([F:17])[CH:19]=4)=[O:54])[CH:31]=3)=[N:34][CH:35]=[N:36]2)=[CH:41][CH:40]=1)[CH2:48][CH2:49][CH3:50])([O:5][C:6]([CH3:7])([CH3:8])[CH3:9])[O:10][C:11]([CH3:12])([CH3:13])[CH3:14], predict the reactants needed to synthesize it. (3) Given the product [NH2:1][C:2]1[C:7]([C:8]2[CH:20]=[CH:19][C:11]([C:12]([O:14][C:15]([CH3:17])([CH3:18])[CH3:16])=[O:13])=[C:10]([F:21])[CH:9]=2)=[CH:6][C:5]([Br:29])=[CH:4][N:3]=1, predict the reactants needed to synthesize it. The reactants are: [NH2:1][C:2]1[C:7]([C:8]2[CH:20]=[CH:19][C:11]([C:12]([O:14][C:15]([CH3:18])([CH3:17])[CH3:16])=[O:13])=[C:10]([F:21])[CH:9]=2)=[CH:6][CH:5]=[CH:4][N:3]=1.C1C(=O)N([Br:29])C(=O)C1.C([O-])(O)=O.[Na+].[O-]S([O-])(=S)=O.[Na+].[Na+].